From a dataset of Full USPTO retrosynthesis dataset with 1.9M reactions from patents (1976-2016). Predict the reactants needed to synthesize the given product. (1) Given the product [O:29]1[C:33]2[CH:34]=[CH:35][CH:36]=[CH:37][C:32]=2[CH:31]=[C:30]1[C:24]1[CH:25]=[CH:26][C:21]([CH2:20][CH2:19][CH:18]([OH:28])[CH:14]([CH2:13][CH2:12][N:3]2[C:2](=[O:1])[C:10]3[C:5](=[CH:6][CH:7]=[CH:8][CH:9]=3)[C:4]2=[O:11])[C:15]([OH:17])=[O:16])=[CH:22][CH:23]=1, predict the reactants needed to synthesize it. The reactants are: [O:1]=[C:2]1[C:10]2[C:5](=[CH:6][CH:7]=[CH:8][CH:9]=2)[C:4](=[O:11])[N:3]1[CH2:12][CH2:13][CH:14]([CH:18]([OH:28])[CH2:19][CH2:20][C:21]1[CH:26]=[CH:25][C:24](I)=[CH:23][CH:22]=1)[C:15]([OH:17])=[O:16].[O:29]1[C:33]2[CH:34]=[CH:35][CH:36]=[CH:37][C:32]=2[CH:31]=[C:30]1B(O)O.C(=O)([O-])[O-].[Cs+].[Cs+]. (2) Given the product [Br:1][C:2]1[CH:3]=[CH:4][C:5]([NH:8][C:25](=[O:26])[O:24][C:18]2[CH:23]=[CH:22][CH:21]=[CH:20][CH:19]=2)=[N:6][CH:7]=1, predict the reactants needed to synthesize it. The reactants are: [Br:1][C:2]1[CH:3]=[CH:4][C:5]([NH2:8])=[N:6][CH:7]=1.C(N(C(C)C)CC)(C)C.[C:18]1([O:24][C:25](Cl)=[O:26])[CH:23]=[CH:22][CH:21]=[CH:20][CH:19]=1.O. (3) Given the product [O:17]=[C:16]1[N:7]([CH:4]2[CH2:5][CH2:6][N:1]([CH:19]3[CH2:24][CH2:23][N:22]([C:25]([O:27][CH2:28][CH3:29])=[O:26])[CH2:21][CH2:20]3)[CH2:2][CH2:3]2)[C@@H:8]2[C@H:13]([CH2:12][CH2:11][CH2:10][CH2:9]2)[CH2:14][O:15]1, predict the reactants needed to synthesize it. The reactants are: [NH:1]1[CH2:6][CH2:5][CH:4]([N:7]2[C:16](=[O:17])[O:15][CH2:14][C@@H:13]3[C@@H:8]2[CH2:9][CH2:10][CH2:11][CH2:12]3)[CH2:3][CH2:2]1.O=[C:19]1[CH2:24][CH2:23][N:22]([C:25]([O:27][CH2:28][CH3:29])=[O:26])[CH2:21][CH2:20]1.[BH3-]C#N.[Na+]. (4) Given the product [SH:12][C:2]1[CH:9]=[CH:8][CH:7]=[C:6]([CH3:10])[C:3]=1[C:4]#[N:5], predict the reactants needed to synthesize it. The reactants are: Cl[C:2]1[CH:9]=[CH:8][CH:7]=[C:6]([CH3:10])[C:3]=1[C:4]#[N:5].C[S-:12].[Na+]. (5) Given the product [CH3:8][S:9]([O:7][CH2:6][C:4]1[N:3]=[CH:2][O:1][CH:5]=1)(=[O:11])=[O:10], predict the reactants needed to synthesize it. The reactants are: [O:1]1[CH:5]=[C:4]([CH2:6][OH:7])[N:3]=[CH:2]1.[CH3:8][S:9](Cl)(=[O:11])=[O:10].O. (6) Given the product [CH3:15][CH:13]1[N:12]([C:16]([O:18][C:19]([CH3:22])([CH3:21])[CH3:20])=[O:17])[CH2:11][C:10]2[C:5]3[C:6]([N:8]([CH3:23])[C:9]=2[CH2:14]1)=[N:7][C:2]([N:34]1[CH2:35][CH2:36][N:31]([CH2:30][CH2:29][C:28]2[CH:38]=[CH:39][C:25]([F:24])=[CH:26][CH:27]=2)[CH2:32][C:33]1=[O:37])=[CH:3][CH:4]=3, predict the reactants needed to synthesize it. The reactants are: Br[C:2]1[N:7]=[C:6]2[N:8]([CH3:23])[C:9]3[CH2:14][CH:13]([CH3:15])[N:12]([C:16]([O:18][C:19]([CH3:22])([CH3:21])[CH3:20])=[O:17])[CH2:11][C:10]=3[C:5]2=[CH:4][CH:3]=1.[F:24][C:25]1[CH:39]=[CH:38][C:28]([CH2:29][CH2:30][N:31]2[CH2:36][CH2:35][NH:34][C:33](=[O:37])[CH2:32]2)=[CH:27][CH:26]=1.